From a dataset of Full USPTO retrosynthesis dataset with 1.9M reactions from patents (1976-2016). Predict the reactants needed to synthesize the given product. (1) Given the product [OH:3][CH2:4][CH2:5][O:6][NH:7][C:8]([C:10]1[C:11]([NH:19][C:20]2[CH:25]=[CH:24][C:23]([S:26][CH3:27])=[CH:22][C:21]=2[F:28])=[C:12]2[C:16](=[CH:17][CH:18]=1)[NH:15][N:14]=[CH:13]2)=[O:9], predict the reactants needed to synthesize it. The reactants are: C([O:3][CH2:4][CH2:5][O:6][NH:7][C:8]([C:10]1[C:11]([NH:19][C:20]2[CH:25]=[CH:24][C:23]([S:26][CH3:27])=[CH:22][C:21]=2[F:28])=[C:12]2[C:16](=[CH:17][CH:18]=1)[NH:15][N:14]=[CH:13]2)=[O:9])=C.Cl. (2) Given the product [C:1]([N:9]1[CH2:14][CH2:13][CH:12]([C:15]#[C:16][C:20]2[CH:21]=[CH:22][CH:23]=[C:18]([Br:17])[CH:19]=2)[CH2:11][CH2:10]1)(=[O:8])[C:2]1[CH:7]=[CH:6][CH:5]=[CH:4][CH:3]=1, predict the reactants needed to synthesize it. The reactants are: [C:1]([N:9]1[CH2:14][CH2:13][CH:12]([C:15]#[CH:16])[CH2:11][CH2:10]1)(=[O:8])[C:2]1[CH:7]=[CH:6][CH:5]=[CH:4][CH:3]=1.[Br:17][C:18]1[CH:23]=[CH:22][CH:21]=[C:20](I)[CH:19]=1. (3) Given the product [Cl:24][C:20]1[CH:19]=[C:18]([CH3:25])[C:17]([NH:16][C:11]2[C:12]([CH2:13][OH:14])=[C:7]([O:6][CH:3]([CH2:1][CH3:2])[CH2:4][CH3:5])[CH:8]=[C:9]([CH3:26])[N:10]=2)=[C:22]([CH3:23])[CH:21]=1, predict the reactants needed to synthesize it. The reactants are: [CH2:1]([CH:3]([O:6][C:7]1[C:12]([C:13](O)=[O:14])=[C:11]([NH:16][C:17]2[C:22]([CH3:23])=[CH:21][C:20]([Cl:24])=[CH:19][C:18]=2[CH3:25])[N:10]=[C:9]([CH3:26])[CH:8]=1)[CH2:4][CH3:5])[CH3:2].CSC. (4) The reactants are: C[Si]([N-][Si](C)(C)C)(C)C.[Li+].[Cl:11][C:12]1[CH:17]=[CH:16][CH:15]=[CH:14][C:13]=1[CH:18]([O:21][Si](C)(C)C)C#N.[Br:26][C:27]1[S:31][C:30]([CH:32]=[O:33])=[CH:29][CH:28]=1. Given the product [Br:26][C:27]1[S:31][C:30]([CH:32]([OH:33])[C:18]([C:13]2[CH:14]=[CH:15][CH:16]=[CH:17][C:12]=2[Cl:11])=[O:21])=[CH:29][CH:28]=1, predict the reactants needed to synthesize it.